Dataset: Full USPTO retrosynthesis dataset with 1.9M reactions from patents (1976-2016). Task: Predict the reactants needed to synthesize the given product. (1) Given the product [CH3:19][N:20]([CH2:21][CH:22]([C:24]1[CH:29]=[CH:28][CH:27]=[CH:26][CH:25]=1)[OH:23])[CH2:15][C:12]1[CH:13]=[CH:14][C:9]([C:4]2[CH:5]=[CH:6][CH:7]=[CH:8][C:3]=2[C:2]([F:18])([F:17])[F:1])=[CH:10][CH:11]=1, predict the reactants needed to synthesize it. The reactants are: [F:1][C:2]([F:18])([F:17])[C:3]1[CH:8]=[CH:7][CH:6]=[CH:5][C:4]=1[C:9]1[CH:14]=[CH:13][C:12]([CH:15]=O)=[CH:11][CH:10]=1.[CH3:19][NH:20][CH2:21][CH:22]([C:24]1[CH:29]=[CH:28][CH:27]=[CH:26][CH:25]=1)[OH:23].[BH-](OC(C)=O)(OC(C)=O)OC(C)=O.[Na+]. (2) The reactants are: [NH2:1][CH2:2][CH:3]1[CH2:12][CH2:11][CH2:10][C:9]2[CH:8]=[C:7]([NH:13][S:14]([C:17]3[CH:22]=[CH:21][CH:20]=[C:19]([F:23])[CH:18]=3)(=[O:16])=[O:15])[CH:6]=[CH:5][C:4]1=2.[C:24](OC(=O)C)(=[O:26])[CH3:25]. Given the product [F:23][C:19]1[CH:18]=[C:17]([S:14]([NH:13][C:7]2[CH:8]=[C:9]3[C:4](=[CH:5][CH:6]=2)[CH:3]([CH2:2][NH:1][C:24](=[O:26])[CH3:25])[CH2:12][CH2:11][CH2:10]3)(=[O:16])=[O:15])[CH:22]=[CH:21][CH:20]=1, predict the reactants needed to synthesize it. (3) Given the product [CH3:1][O:2][C:3]1[CH:8]=[CH:7][C:6]([S:9]([N:12]2[C:20]3[C:15](=[CH:16][CH:17]=[CH:18][CH:19]=3)[C:14]([C:21]#[N:22])=[CH:13]2)(=[O:10])=[O:11])=[CH:5][C:4]=1[N:23]1[CH2:28][CH2:27][N:26]([CH3:29])[CH2:25][CH2:24]1, predict the reactants needed to synthesize it. The reactants are: [CH3:1][O:2][C:3]1[CH:8]=[CH:7][C:6]([S:9]([N:12]2[C:20]3[C:15](=[CH:16][CH:17]=[CH:18][CH:19]=3)[C:14]([C:21]#[N:22])=[CH:13]2)(=[O:11])=[O:10])=[CH:5][C:4]=1[N:23]1[CH2:28][CH2:27][NH:26][CH2:25][CH2:24]1.[C:29]([BH3-])#N.[Na+].C=O.C(=O)([O-])[O-].[Na+].[Na+]. (4) Given the product [CH2:1]([N:8]1[CH2:12][CH2:11][C:10]([CH3:14])([OH:13])[CH2:9]1)[C:2]1[CH:3]=[CH:4][CH:5]=[CH:6][CH:7]=1, predict the reactants needed to synthesize it. The reactants are: [CH2:1]([N:8]1[CH2:12][CH2:11][C:10](=[O:13])[CH2:9]1)[C:2]1[CH:7]=[CH:6][CH:5]=[CH:4][CH:3]=1.[CH3:14][Mg+].[Br-]. (5) The reactants are: [Br:1][C:2]1[CH:8]=[CH:7][C:5]([NH2:6])=[CH:4][CH:3]=1.Cl[C:10]1[N:15]=[CH:14][CH:13]=[CH:12][N:11]=1. Given the product [Br:1][C:2]1[CH:8]=[CH:7][C:5]([NH:6][C:10]2[N:15]=[CH:14][CH:13]=[CH:12][N:11]=2)=[CH:4][CH:3]=1, predict the reactants needed to synthesize it. (6) Given the product [C:4]1([CH3:23])[CH:3]=[CH:2][C:1]([N:7]2[C:11]([NH2:12])=[CH:10][C:9]([C:13]3([C:16]([F:18])([F:19])[F:17])[CH2:15][CH2:14]3)=[N:8]2)=[CH:6][CH:5]=1, predict the reactants needed to synthesize it. The reactants are: [C:1]1([N:7]2[C:11]([NH2:12])=[CH:10][C:9]([C:13]3([C:16]([F:19])([F:18])[F:17])[CH2:15][CH2:14]3)=[N:8]2)[CH:6]=[CH:5][CH:4]=[CH:3][CH:2]=1.[OH-].[Na+].Cl.[C:23]1(C)C=CC(NN)=CC=1. (7) Given the product [NH2:1][C:2]([C:4]1[CH:5]=[C:6]2[C:11](=[CH:12][CH:13]=1)[C:10](=[O:14])[N:9]([CH2:15][CH:16]([CH3:18])[CH3:17])[C:8]([CH2:19][NH:20][C:21](=[O:27])[O:22][CH2:54][CH:52]1[C:53]3[CH:41]=[CH:42][CH:43]=[CH:44][C:45]=3[C:46]3[C:51]1=[CH:50][CH:49]=[CH:48][CH:47]=3)=[C:7]2[O:28][CH2:29][CH2:30][CH2:31][CH3:32])=[S:3], predict the reactants needed to synthesize it. The reactants are: [NH2:1][C:2]([C:4]1[CH:5]=[C:6]2[C:11](=[CH:12][CH:13]=1)[C:10](=[O:14])[N:9]([CH2:15][CH:16]([CH3:18])[CH3:17])[C:8]([CH2:19][NH:20][C:21](=[O:27])[O:22]C(C)(C)C)=[C:7]2[O:28][CH2:29][CH2:30][CH2:31][CH3:32])=[S:3].Cl.C(N(CC)CC)C.[CH:41]1[C:53]2[CH:52]([CH2:54]OC(Cl)=O)[C:51]3[C:46](=[CH:47][CH:48]=[CH:49][CH:50]=3)[C:45]=2[CH:44]=[CH:43][CH:42]=1. (8) The reactants are: [N:1]1[C:10]2[C:5](=[CH:6][C:7]([NH2:11])=[CH:8][CH:9]=2)[CH:4]=[CH:3][CH:2]=1.[N:12]([O-])=O.[Na+].S(Cl)[Cl:17].O.O. Given the product [ClH:17].[N:1]1[C:10]2[C:5](=[CH:6][C:7]([NH:11][NH2:12])=[CH:8][CH:9]=2)[CH:4]=[CH:3][CH:2]=1, predict the reactants needed to synthesize it. (9) Given the product [OH:20][NH:19][C:3](=[O:2])[CH:4]=[CH:5][CH:6]=[CH:7][CH2:8][S:9]([C:11]1[CH:16]=[CH:15][C:14]([Cl:17])=[CH:13][CH:12]=1)=[O:10], predict the reactants needed to synthesize it. The reactants are: C[O:2][C:3](=O)[CH:4]=[CH:5][CH:6]=[CH:7][CH2:8][S:9]([C:11]1[CH:16]=[CH:15][C:14]([Cl:17])=[CH:13][CH:12]=1)=[O:10].[NH2:19][OH:20].[OH-].[K+].CO.